Task: Predict the reaction yield, written as a fraction of the theoretical maximum amount of product (1.0 means a 100% yield; for example, 0.34 means a 34% yield).. Dataset: Reaction yield outcomes from USPTO patents with 853,638 reactions (1) The reactants are Cl[C:2]1[CH:9]=[CH:8][C:5]([C:6]#[N:7])=[CH:4][N:3]=1.P(Br)(Br)[Br:11]. No catalyst specified. The product is [Br:11][C:2]1[CH:9]=[CH:8][C:5]([C:6]#[N:7])=[CH:4][N:3]=1. The yield is 0.810. (2) The reactants are [Li]CCCC.[CH3:6][N:7]([CH3:30])[S:8]([N:11]1[C:15](SC2C=CC=CC=2)=[CH:14][N:13]=[C:12]1[Si:23]([C:26]([CH3:29])([CH3:28])[CH3:27])([CH3:25])[CH3:24])(=[O:10])=[O:9].[CH2:31]([O:33]CC)C. The yield is 0.830. The catalyst is [Br-].C[P+](C1C=CC=CC=1)(C1C=CC=CC=1)C1C=CC=CC=1. The product is [CH3:30][N:7]([CH3:6])[S:8]([N:11]1[C:15]([CH:31]=[O:33])=[CH:14][N:13]=[C:12]1[Si:23]([C:26]([CH3:28])([CH3:29])[CH3:27])([CH3:24])[CH3:25])(=[O:10])=[O:9]. (3) The reactants are C([O:3][C:4](=[O:30])[C:5]1[C:10]([NH:11][C:12]2[C:17]3[CH:18]([CH3:21])[CH2:19][CH2:20][C:16]=3[N:15]=[C:14]([C:22]3[CH:27]=[C:26]([Cl:28])[CH:25]=[CH:24][C:23]=3[F:29])[N:13]=2)=[CH:9][CH:8]=[N:7][CH:6]=1)C.[OH-].[Na+]. The catalyst is CO. The product is [Cl:28][C:26]1[CH:25]=[CH:24][C:23]([F:29])=[C:22]([C:14]2[N:13]=[C:12]([NH:11][C:10]3[C:5]([C:4]([OH:30])=[O:3])=[CH:6][N:7]=[CH:8][CH:9]=3)[C:17]3[CH:18]([CH3:21])[CH2:19][CH2:20][C:16]=3[N:15]=2)[CH:27]=1. The yield is 0.950. (4) The reactants are [I:1][C:2]1[CH:3]=[C:4]2[C:9](=[CH:10][CH:11]=1)[O:8][C@@H:7]([CH2:12][OH:13])[CH2:6][CH2:5]2.[Si:14](Cl)([C:17]([CH3:20])([CH3:19])[CH3:18])([CH3:16])[CH3:15].N1C=CN=C1.O. The catalyst is CN(C=O)C. The product is [I:1][C:2]1[CH:3]=[C:4]2[C:9](=[CH:10][CH:11]=1)[O:8][C@@H:7]([CH2:12][O:13][Si:14]([C:17]([CH3:20])([CH3:19])[CH3:18])([CH3:16])[CH3:15])[CH2:6][CH2:5]2. The yield is 0.790. (5) The reactants are Cl[C:2]1[CH:11]=[CH:10][C:5]([C:6]([O:8][CH3:9])=[O:7])=[CH:4][N:3]=1.CN1CCCC1=O.[F:19][C:20]([F:26])([F:25])[CH2:21][CH2:22][Mg]Br.O. The catalyst is C1COCC1.C/C(/[O-])=C/C(C)=O.C/C(/[O-])=C/C(C)=O.C/C(/[O-])=C/C(C)=O.[Fe+3]. The product is [F:19][C:20]([F:26])([F:25])[CH2:21][CH2:22][C:2]1[CH:11]=[CH:10][C:5]([C:6]([O:8][CH3:9])=[O:7])=[CH:4][N:3]=1. The yield is 0.990. (6) The reactants are [C:1]([O:5][C:6]([N:8]1[CH2:13][CH2:12][N:11]([C:14]2[CH:19]=[CH:18][C:17]([N+:20]([O-])=O)=[C:16]([N:23]3[C:27]([CH3:28])=[CH:26][CH:25]=[C:24]3[CH3:29])[CH:15]=2)[CH2:10][CH2:9]1)=[O:7])([CH3:4])([CH3:3])[CH3:2]. The catalyst is CO.[Pd]. The product is [C:1]([O:5][C:6]([N:8]1[CH2:9][CH2:10][N:11]([C:14]2[CH:19]=[CH:18][C:17]([NH2:20])=[C:16]([N:23]3[C:24]([CH3:29])=[CH:25][CH:26]=[C:27]3[CH3:28])[CH:15]=2)[CH2:12][CH2:13]1)=[O:7])([CH3:4])([CH3:3])[CH3:2]. The yield is 1.00. (7) The reactants are [CH:1]([C:3]1[S:7][C:6]([NH:8][CH:9]([CH:28]([CH3:30])[CH3:29])[C:10]([NH:12][C@@H:13]([CH2:21][C:22]2[CH:27]=[CH:26][CH:25]=[CH:24][CH:23]=2)[C:14]([O:16]C(C)(C)C)=[O:15])=[O:11])=[N:5][CH:4]=1)=[O:2].C(O)(C(F)(F)F)=O. The catalyst is C(Cl)Cl. The product is [CH:1]([C:3]1[S:7][C:6]([NH:8][CH:9]([CH:28]([CH3:30])[CH3:29])[C:10]([NH:12][C@@H:13]([CH2:21][C:22]2[CH:27]=[CH:26][CH:25]=[CH:24][CH:23]=2)[C:14]([OH:16])=[O:15])=[O:11])=[N:5][CH:4]=1)=[O:2]. The yield is 1.00.